Dataset: Forward reaction prediction with 1.9M reactions from USPTO patents (1976-2016). Task: Predict the product of the given reaction. (1) The product is: [F:1][C:2]([F:7])([F:6])[C:3]([OH:5])=[O:4].[C:63]1([CH:56]([C:57]2[CH:58]=[CH:59][CH:60]=[CH:61][CH:62]=2)[CH2:55][NH:54][C:35]2[N:34]=[C:33]([N:30]3[CH2:31][CH2:32][C@@H:28]([NH:27][C:25](=[O:26])[NH:24][C@@H:21]4[CH2:22][CH2:23][N:19]([C:17]([C:14]5[CH:15]=[CH:16][C:11]([C:10]([OH:69])=[O:9])=[CH:12][CH:13]=5)=[O:18])[CH2:20]4)[CH2:29]3)[N:41]=[C:40]3[C:36]=2[N:37]=[CH:38][N:39]3[C@H:42]2[C@H:46]([OH:47])[C@H:45]([OH:48])[C@@H:44]([C:49](=[O:53])[NH:50][CH2:51][CH3:52])[O:43]2)[CH:68]=[CH:67][CH:66]=[CH:65][CH:64]=1. Given the reactants [F:1][C:2]([F:7])([F:6])[C:3]([OH:5])=[O:4].C[O:9][C:10](=[O:69])[C:11]1[CH:16]=[CH:15][C:14]([C:17]([N:19]2[CH2:23][CH2:22][C@@H:21]([NH:24][C:25]([NH:27][C@@H:28]3[CH2:32][CH2:31][N:30]([C:33]4[N:41]=[C:40]5[C:36]([N:37]=[CH:38][N:39]5[C@H:42]5[C@H:46]([OH:47])[C@H:45]([OH:48])[C@@H:44]([C:49](=[O:53])[NH:50][CH2:51][CH3:52])[O:43]5)=[C:35]([NH:54][CH2:55][CH:56]([C:63]5[CH:68]=[CH:67][CH:66]=[CH:65][CH:64]=5)[C:57]5[CH:62]=[CH:61][CH:60]=[CH:59][CH:58]=5)[N:34]=4)[CH2:29]3)=[O:26])[CH2:20]2)=[O:18])=[CH:13][CH:12]=1.[OH-].[K+], predict the reaction product. (2) Given the reactants [N:1]1[CH:6]=[CH:5][CH:4]=[C:3]([C:7]2[CH:11]=[C:10]([C:12]([O:14][CH2:15][CH3:16])=[O:13])[NH:9][N:8]=2)[CH:2]=1.[H-].[Na+].Br[CH2:20][C:21]([C:23]1[CH:28]=[C:27]([O:29][CH3:30])[CH:26]=[CH:25][C:24]=1[O:31][CH3:32])=[O:22], predict the reaction product. The product is: [CH3:32][O:31][C:24]1[CH:25]=[CH:26][C:27]([O:29][CH3:30])=[CH:28][C:23]=1[C:21](=[O:22])[CH2:20][N:9]1[C:10]([C:12]([O:14][CH2:15][CH3:16])=[O:13])=[CH:11][C:7]([C:3]2[CH:2]=[N:1][CH:6]=[CH:5][CH:4]=2)=[N:8]1. (3) Given the reactants [F:1][C:2]1[CH:3]=[C:4]([C:8]2[N:12]=[C:11]([CH:13]3[CH2:18][CH:17]([C:19]4[CH:24]=[CH:23][C:22]([O:25][C:26]([F:29])([F:28])[F:27])=[CH:21][CH:20]=4)[CH2:16][N:15](C(OC(C)(C)C)=O)[CH2:14]3)[O:10][N:9]=2)[CH:5]=[CH:6][CH:7]=1.FC(F)(F)C(O)=O, predict the reaction product. The product is: [F:1][C:2]1[CH:3]=[C:4]([C:8]2[N:12]=[C:11]([CH:13]3[CH2:18][CH:17]([C:19]4[CH:24]=[CH:23][C:22]([O:25][C:26]([F:29])([F:27])[F:28])=[CH:21][CH:20]=4)[CH2:16][NH:15][CH2:14]3)[O:10][N:9]=2)[CH:5]=[CH:6][CH:7]=1. (4) Given the reactants O.NN.O.[CH3:5][C:6]([CH3:30])([CH2:22][O:23][CH:24]1[CH2:29][CH2:28][CH2:27][CH2:26][O:25]1)[CH2:7][CH2:8][CH2:9][CH2:10][N:11]1C(=O)C2C(=CC=CC=2)C1=O, predict the reaction product. The product is: [CH3:5][C:6]([CH3:30])([CH2:22][O:23][CH:24]1[CH2:29][CH2:28][CH2:27][CH2:26][O:25]1)[CH2:7][CH2:8][CH2:9][CH2:10][NH2:11]. (5) The product is: [CH3:19][O:18][C:14]([C:15]1[S:16][C:2]2[CH:9]=[C:8]([C:10]([F:13])([F:12])[F:11])[CH:7]=[CH:6][C:3]=2[CH:4]=1)=[O:17]. Given the reactants F[C:2]1[CH:9]=[C:8]([C:10]([F:13])([F:12])[F:11])[CH:7]=[CH:6][C:3]=1[CH:4]=O.[C:14]([O:18][CH3:19])(=[O:17])[CH2:15][SH:16].C(=O)([O-])[O-].[K+].[K+].CN(C=O)C, predict the reaction product.